This data is from Catalyst prediction with 721,799 reactions and 888 catalyst types from USPTO. The task is: Predict which catalyst facilitates the given reaction. (1) Reactant: [CH2:1]([O:3][C:4]([C:6]1[CH:7]=[C:8]([CH:12]=[C:13]([C:15]([O:17][CH2:18][CH3:19])=[O:16])[CH:14]=1)[C:9](O)=[O:10])=[O:5])[CH3:2].[N:20]1C=CC=CC=1.CC(OC(OC(OC(C)(C)C)=O)=O)(C)C.CCOC(C)=O. Product: [C:9]([C:8]1[CH:12]=[C:13]([C:15]([O:17][CH2:18][CH3:19])=[O:16])[CH:14]=[C:6]([CH:7]=1)[C:4]([O:3][CH2:1][CH3:2])=[O:5])(=[O:10])[NH2:20]. The catalyst class is: 12. (2) Reactant: [NH:1]1[CH2:6][CH2:5][CH2:4][C@@H:3]([N:7]2[C:11]3[CH:12]=[CH:13][CH:14]=[CH:15][C:10]=3[N:9]=[C:8]2[C@@H:16]([NH:18][C:19]2[N:27]=[CH:26][N:25]=[C:24]3[C:20]=2[N:21]=[CH:22][NH:23]3)[CH3:17])[CH2:2]1.[CH3:28][C:29]([CH3:31])=O.C(O[BH-](OC(=O)C)OC(=O)C)(=O)C.[Na+].[OH-].[Na+]. Product: [CH:29]([N:1]1[CH2:6][CH2:5][CH2:4][C@@H:3]([N:7]2[C:11]3[CH:12]=[CH:13][CH:14]=[CH:15][C:10]=3[N:9]=[C:8]2[C@@H:16]([NH:18][C:19]2[N:27]=[CH:26][N:25]=[C:24]3[C:20]=2[N:21]=[CH:22][NH:23]3)[CH3:17])[CH2:2]1)([CH3:31])[CH3:28]. The catalyst class is: 585.